Dataset: NCI-60 drug combinations with 297,098 pairs across 59 cell lines. Task: Regression. Given two drug SMILES strings and cell line genomic features, predict the synergy score measuring deviation from expected non-interaction effect. (1) Drug 1: CN1C2=C(C=C(C=C2)N(CCCl)CCCl)N=C1CCCC(=O)O.Cl. Drug 2: C#CCC(CC1=CN=C2C(=N1)C(=NC(=N2)N)N)C3=CC=C(C=C3)C(=O)NC(CCC(=O)O)C(=O)O. Cell line: U251. Synergy scores: CSS=-1.35, Synergy_ZIP=0.251, Synergy_Bliss=-0.576, Synergy_Loewe=-4.33, Synergy_HSA=-2.66. (2) Drug 1: CCC1=CC2CC(C3=C(CN(C2)C1)C4=CC=CC=C4N3)(C5=C(C=C6C(=C5)C78CCN9C7C(C=CC9)(C(C(C8N6C)(C(=O)OC)O)OC(=O)C)CC)OC)C(=O)OC. Drug 2: CC1=C(C(=CC=C1)Cl)NC(=O)C2=CN=C(S2)NC3=CC(=NC(=N3)C)N4CCN(CC4)CCO. Cell line: NCIH23. Synergy scores: CSS=54.9, Synergy_ZIP=-2.36, Synergy_Bliss=-2.29, Synergy_Loewe=-6.33, Synergy_HSA=1.41. (3) Drug 1: CNC(=O)C1=CC=CC=C1SC2=CC3=C(C=C2)C(=NN3)C=CC4=CC=CC=N4. Drug 2: C1CCC(CC1)NC(=O)N(CCCl)N=O. Cell line: KM12. Synergy scores: CSS=28.4, Synergy_ZIP=-7.82, Synergy_Bliss=-4.94, Synergy_Loewe=-1.71, Synergy_HSA=-1.38. (4) Drug 2: CN(CCCl)CCCl.Cl. Cell line: A549. Synergy scores: CSS=23.4, Synergy_ZIP=-7.47, Synergy_Bliss=-4.42, Synergy_Loewe=-6.03, Synergy_HSA=-6.09. Drug 1: CC12CCC(CC1=CCC3C2CCC4(C3CC=C4C5=CN=CC=C5)C)O.